Task: Predict which catalyst facilitates the given reaction.. Dataset: Catalyst prediction with 721,799 reactions and 888 catalyst types from USPTO Reactant: [CH3:1][S:2]([C:5]1[CH:11]=[CH:10][C:8]([NH2:9])=[CH:7][CH:6]=1)(=[O:4])=[O:3].C[Al](C)C.[C:16](#[N:23])[C:17]1[CH:22]=[CH:21][CH:20]=[CH:19][CH:18]=1. Product: [CH3:1][S:2]([C:5]1[CH:11]=[CH:10][C:8]([NH:9][C:16]([C:17]2[CH:22]=[CH:21][CH:20]=[CH:19][CH:18]=2)=[NH:23])=[CH:7][CH:6]=1)(=[O:3])=[O:4]. The catalyst class is: 648.